Predict the product of the given reaction. From a dataset of Forward reaction prediction with 1.9M reactions from USPTO patents (1976-2016). The product is: [Cl:1][C:2]1[CH:3]=[C:4]([CH:7]=[C:8]([N+:11]([O-:13])=[O:12])[C:9]=1[OH:10])[CH:5]=[O:6]. Given the reactants [Cl:1][C:2]1[CH:3]=[C:4]([CH:7]=[CH:8][C:9]=1[OH:10])[CH:5]=[O:6].[N+:11]([O-])([OH:13])=[O:12], predict the reaction product.